This data is from Reaction yield outcomes from USPTO patents with 853,638 reactions. The task is: Predict the reaction yield, written as a fraction of the theoretical maximum amount of product (1.0 means a 100% yield; for example, 0.34 means a 34% yield). (1) The reactants are [H-].[Al+3].[Li+].[H-].[H-].[H-].[CH2:7]([N:9]1[CH:13]=[C:12]([C:14](OCC)=[O:15])[CH:11]=[N:10]1)[CH3:8].O.O.O.O.O.O.O.O.O.O.S([O-])([O-])(=O)=O.[Na+].[Na+]. The catalyst is O1CCCC1. The product is [CH2:7]([N:9]1[CH:13]=[C:12]([CH2:14][OH:15])[CH:11]=[N:10]1)[CH3:8]. The yield is 0.780. (2) The reactants are [C:1](=[O:25])([O:3][CH2:4][C@H:5]([C:7]1[N:16]=[CH:15][C:14]2[C:9](=[CH:10][CH:11]=[C:12]([O:17][CH2:18][CH2:19][CH2:20][CH2:21][CH2:22][CH2:23][CH3:24])[CH:13]=2)[N:8]=1)[CH3:6])[NH2:2].C1(C)C=CC=CC=1.[O-2].[Mg+2].C(O)(=O)C.C(O)(=O)C.IC1C=CC=CC=1. The catalyst is CC(C(O)=O)(CC1C=CC=C(CC(C(O)=O)(C)C)C=1)C.CC(C(O)=O)(CC1C=CC=C(CC(C(O)=O)(C)C)C=1)C.[Rh].[Rh].C(Cl)Cl. The product is [CH2:18]([O:17][C:12]1[CH:13]=[C:14]2[C:9](=[CH:10][CH:11]=1)[N:8]=[C:7]([C@:5]1([CH3:6])[CH2:4][O:3][C:1](=[O:25])[NH:2]1)[N:16]=[CH:15]2)[CH2:19][CH2:20][CH2:21][CH2:22][CH2:23][CH3:24].[C:1](=[O:25])([O:3][CH2:4][C@H:5]([C:7]1[N:16]=[CH:15][C:14]2[C:9](=[CH:10][CH:11]=[C:12]([O:17][CH2:18][CH2:19][CH2:20][CH2:21][CH2:22][CH2:23][CH3:24])[CH:13]=2)[N:8]=1)[CH3:6])[NH2:2]. The yield is 0.150. (3) The reactants are [NH2:1][C:2]1[C:3]([F:23])=[CH:4][C:5]([Cl:22])=[C:6]([C:8]2[C:9](=[O:21])[N:10]([CH2:19][CH3:20])[C:11]3[C:16]([CH:17]=2)=[CH:15][N:14]=[C:13](Cl)[CH:12]=3)[CH:7]=1.[CH3:24][N:25]([CH3:29])[CH:26](N)[CH3:27].C[N:31](C=O)C. The catalyst is O. The product is [NH2:1][C:2]1[C:3]([F:23])=[CH:4][C:5]([Cl:22])=[C:6]([C:8]2[C:9](=[O:21])[N:10]([CH2:19][CH3:20])[C:11]3[C:16]([CH:17]=2)=[CH:15][N:14]=[C:13]([NH:31][CH2:27][CH2:26][N:25]([CH3:29])[CH3:24])[CH:12]=3)[CH:7]=1. The yield is 0.850. (4) The reactants are [F:1][C:2]1[CH:11]=[C:10]2[C:5]([CH:6]=[N:7][C:8](=O)[NH:9]2)=[CH:4][C:3]=1[N+:13]([O-:15])=[O:14]. The catalyst is O=S(Cl)Cl.CN(C=O)C. The product is [F:1][C:2]1[CH:11]=[C:10]2[C:5]([C:6]([NH:13][C:3]3[CH:2]=[CH:11][CH:10]=[C:5]([CH3:6])[CH:4]=3)=[N:7][CH:8]=[N:9]2)=[CH:4][C:3]=1[N+:13]([O-:15])=[O:14]. The yield is 0.880. (5) The reactants are [CH2:1]([O:3][CH2:4][N:5]1[CH:9]=[CH:8][N:7]=[C:6]1[Sn](CCCC)(CCCC)CCCC)[CH3:2].Br[C:24]1[S:25][CH:26]=[CH:27][N:28]=1.C([O-])(O)=O.[Na+]. The catalyst is C1(C)C=CC=CC=1.C1C=CC([P]([Pd]([P](C2C=CC=CC=2)(C2C=CC=CC=2)C2C=CC=CC=2)([P](C2C=CC=CC=2)(C2C=CC=CC=2)C2C=CC=CC=2)[P](C2C=CC=CC=2)(C2C=CC=CC=2)C2C=CC=CC=2)(C2C=CC=CC=2)C2C=CC=CC=2)=CC=1. The product is [CH2:1]([O:3][CH2:4][N:5]1[CH:9]=[CH:8][N:7]=[C:6]1[C:24]1[S:25][CH:26]=[CH:27][N:28]=1)[CH3:2]. The yield is 0.260.